This data is from Merck oncology drug combination screen with 23,052 pairs across 39 cell lines. The task is: Regression. Given two drug SMILES strings and cell line genomic features, predict the synergy score measuring deviation from expected non-interaction effect. (1) Drug 1: CN(C)C(=N)N=C(N)N. Drug 2: Cn1c(=O)n(-c2ccc(C(C)(C)C#N)cc2)c2c3cc(-c4cnc5ccccc5c4)ccc3ncc21. Cell line: UWB1289. Synergy scores: synergy=36.4. (2) Drug 1: CN1C(=O)C=CC2(C)C3CCC4(C)C(NC(=O)OCC(F)(F)F)CCC4C3CCC12. Drug 2: CCc1cnn2c(NCc3ccc[n+]([O-])c3)cc(N3CCCCC3CCO)nc12. Cell line: A2058. Synergy scores: synergy=1.46. (3) Drug 1: CN(C)C(=N)N=C(N)N. Drug 2: C#Cc1cccc(Nc2ncnc3cc(OCCOC)c(OCCOC)cc23)c1. Cell line: UWB1289BRCA1. Synergy scores: synergy=8.82.